This data is from Reaction yield outcomes from USPTO patents with 853,638 reactions. The task is: Predict the reaction yield, written as a fraction of the theoretical maximum amount of product (1.0 means a 100% yield; for example, 0.34 means a 34% yield). The reactants are [Cl:1][C:2]1[CH:10]=[C:9]2[C:5]([CH:6]=[CH:7][NH:8]2)=[CH:4][C:3]=1B1OCC(C)(C)CO1.[C:19](=O)([O-])[O-:20].[K+].[K+].Br[C:26]1[CH:36]=[CH:35][C:29]([O:30][CH2:31][C:32]([NH2:34])=[O:33])=[CH:28][CH:27]=1. The catalyst is O1CCOCC1.CN(C=O)C.C1C=CC(P(C2C=CC=CC=2)[C-]2C=CC=C2)=CC=1.C1C=CC(P(C2C=CC=CC=2)[C-]2C=CC=C2)=CC=1.Cl[Pd]Cl.[Fe+2]. The product is [Cl:1][C:2]1[CH:10]=[C:9]2[C:5]([C:6]([CH:19]=[O:20])=[CH:7][NH:8]2)=[CH:4][C:3]=1[C:26]1[CH:36]=[CH:35][C:29]([O:30][CH2:31][C:32]([NH2:34])=[O:33])=[CH:28][CH:27]=1. The yield is 0.550.